From a dataset of Forward reaction prediction with 1.9M reactions from USPTO patents (1976-2016). Predict the product of the given reaction. (1) Given the reactants [CH:1]1[C:6]([I:7])=[C:5]([I:8])[C:4]([C:9]([OH:11])=[O:10])=[CH:3][C:2]=1[I:12].C1CCCCC1.C1(C)C=CC=CC=1, predict the reaction product. The product is: [CH:1]1[C:6]([I:7])=[C:5]([I:8])[C:4]([C:9]([OH:11])=[O:10])=[CH:3][C:2]=1[I:12]. (2) The product is: [CH3:13][N:14]1[C:6]([NH2:7])=[CH:5][C:4]([C:3]([CH3:10])([CH3:9])[C:2]([F:1])([F:11])[F:12])=[N:15]1. Given the reactants [F:1][C:2]([F:12])([F:11])[C:3]([CH3:10])([CH3:9])[C:4](=O)[CH2:5][C:6]#[N:7].[CH3:13][NH:14][NH2:15], predict the reaction product. (3) Given the reactants [F:1][C:2]1[CH:7]=[CH:6][C:5]([C:8](F)(F)F)=[CH:4][CH:3]=1.[Al+3].[Cl-:13].[Cl-:14].[Cl-].[F:16][C:17]1[CH:22]=[CH:21][CH:20]=[CH:19][CH:18]=1, predict the reaction product. The product is: [F:16][C:17]1[CH:22]=[CH:21][C:20]([C:8]([C:5]2[CH:4]=[CH:3][C:2]([F:1])=[CH:7][CH:6]=2)([Cl:14])[Cl:13])=[CH:19][CH:18]=1.